Dataset: Forward reaction prediction with 1.9M reactions from USPTO patents (1976-2016). Task: Predict the product of the given reaction. (1) Given the reactants [NH2:1][C:2]1[C:7]([NH:8][C:9]2[CH:14]=[CH:13][C:12]([I:15])=[CH:11][C:10]=2[F:16])=[C:6]([CH3:17])[C:5](=[O:18])[N:4]2[CH2:19][CH2:20][S:21][C:3]=12.[CH3:22][N:23]([CH3:28])[S:24](Cl)(=[O:26])=[O:25], predict the reaction product. The product is: [F:16][C:10]1[CH:11]=[C:12]([I:15])[CH:13]=[CH:14][C:9]=1[NH:8][C:7]1[C:2]([NH:1][S:24]([N:23]([CH3:28])[CH3:22])(=[O:26])=[O:25])=[C:3]2[S:21][CH2:20][CH2:19][N:4]2[C:5](=[O:18])[C:6]=1[CH3:17]. (2) Given the reactants [Cl:1][C:2]1[C:3](F)=[C:4]([CH:7]=[CH:8][N:9]=1)[CH:5]=[O:6].[CH3:11][C@H:12]1[O:17][C@@H:16]([CH3:18])[CH2:15][NH:14][CH2:13]1, predict the reaction product. The product is: [Cl:1][C:2]1[C:3]([N:14]2[CH2:13][C@H:12]([CH3:11])[O:17][C@H:16]([CH3:18])[CH2:15]2)=[C:4]([CH:7]=[CH:8][N:9]=1)[CH:5]=[O:6]. (3) Given the reactants CS(O[CH2:6][CH2:7][C:8]1[CH:13]=[CH:12][CH:11]=[CH:10][C:9]=1[CH2:14][CH2:15]OS(C)(=O)=O)(=O)=O.C(#[N:23])C.[OH-].[NH4+].Cl, predict the reaction product. The product is: [CH2:7]1[C:8]2[CH:13]=[CH:12][CH:11]=[CH:10][C:9]=2[CH2:14][CH2:15][NH:23][CH2:6]1. (4) Given the reactants C(OC([NH:8][C@@H:9]([CH2:14][C:15]1[CH:24]=[CH:23][C:22]2[C:17](=[CH:18][CH:19]=[CH:20][CH:21]=2)[CH:16]=1)[C:10]([NH:12][CH3:13])=[O:11])=O)(C)(C)C.[ClH:25], predict the reaction product. The product is: [ClH:25].[NH2:8][C@@H:9]([CH2:14][C:15]1[CH:24]=[CH:23][C:22]2[C:17](=[CH:18][CH:19]=[CH:20][CH:21]=2)[CH:16]=1)[C:10]([NH:12][CH3:13])=[O:11]. (5) Given the reactants [Br:1][C:2]1[C:11]2[C:6](=[CH:7][CH:8]=[CH:9][CH:10]=2)[C:5]([C:12](O)=[O:13])=[CH:4][CH:3]=1.B.C1COCC1, predict the reaction product. The product is: [Br:1][C:2]1[C:11]2[C:6](=[CH:7][CH:8]=[CH:9][CH:10]=2)[C:5]([CH2:12][OH:13])=[CH:4][CH:3]=1. (6) Given the reactants [O:1]1[C:5]2[CH:6]=[CH:7][CH:8]=[CH:9][C:4]=2[CH:3]=[C:2]1[C:10]([OH:12])=O.CCN=C=NCCCN(C)C.Cl.C1C=CC2N(O)N=NC=2C=1.O.Cl.[NH2:37][CH2:38][CH2:39][O:40][C:41]1[CH:51]=[CH:50][C:44]([C:45]([O:47][CH2:48][CH3:49])=[O:46])=[CH:43][CH:42]=1.C(N(CC)CC)C, predict the reaction product. The product is: [O:1]1[C:5]2[CH:6]=[CH:7][CH:8]=[CH:9][C:4]=2[CH:3]=[C:2]1[C:10]([NH:37][CH2:38][CH2:39][O:40][C:41]1[CH:51]=[CH:50][C:44]([C:45]([O:47][CH2:48][CH3:49])=[O:46])=[CH:43][CH:42]=1)=[O:12]. (7) Given the reactants [F:1][C:2]([F:27])([F:26])[C:3]1[CH:4]=[CH:5][C:6]([O:9][C:10]2[CH:15]=[CH:14][C:13]([O:16][C:17]([N:19]3[CH2:24][CH2:23][CH:22](O)[CH2:21][CH2:20]3)=[O:18])=[CH:12][CH:11]=2)=[N:7][CH:8]=1.[CH2:28]([O:31][C:32](=[O:41])[CH2:33][C:34]1[CH:39]=[CH:38][C:37]([OH:40])=[CH:36][CH:35]=1)[CH:29]=[CH2:30].[C:42](OCC)(=O)C.CCCCCCC, predict the reaction product. The product is: [F:27][C:2]([F:1])([F:26])[C:3]1[CH:4]=[CH:5][C:6]([O:9][C:10]2[CH:15]=[CH:14][C:13]([O:16][C:17]([N:19]3[CH2:20][CH2:21][CH:22]([CH2:42][O:40][C:37]4[CH:36]=[CH:35][C:34]([CH2:33][C:32]([O:31][CH2:28][CH:29]=[CH2:30])=[O:41])=[CH:39][CH:38]=4)[CH2:23][CH2:24]3)=[O:18])=[CH:12][CH:11]=2)=[N:7][CH:8]=1.